This data is from NCI-60 drug combinations with 297,098 pairs across 59 cell lines. The task is: Regression. Given two drug SMILES strings and cell line genomic features, predict the synergy score measuring deviation from expected non-interaction effect. (1) Drug 1: CCC1=CC2CC(C3=C(CN(C2)C1)C4=CC=CC=C4N3)(C5=C(C=C6C(=C5)C78CCN9C7C(C=CC9)(C(C(C8N6C)(C(=O)OC)O)OC(=O)C)CC)OC)C(=O)OC.C(C(C(=O)O)O)(C(=O)O)O. Drug 2: B(C(CC(C)C)NC(=O)C(CC1=CC=CC=C1)NC(=O)C2=NC=CN=C2)(O)O. Cell line: RXF 393. Synergy scores: CSS=15.7, Synergy_ZIP=-5.65, Synergy_Bliss=-3.96, Synergy_Loewe=-1.44, Synergy_HSA=-1.97. (2) Drug 1: C1CN(CCN1C(=O)CCBr)C(=O)CCBr. Drug 2: C1C(C(OC1N2C=NC3=C2NC=NCC3O)CO)O. Cell line: NCI-H322M. Synergy scores: CSS=5.89, Synergy_ZIP=-2.05, Synergy_Bliss=-2.20, Synergy_Loewe=-0.491, Synergy_HSA=-2.79. (3) Drug 1: C1=CC(=CC=C1CC(C(=O)O)N)N(CCCl)CCCl.Cl. Drug 2: CCC1(C2=C(COC1=O)C(=O)N3CC4=CC5=C(C=CC(=C5CN(C)C)O)N=C4C3=C2)O.Cl. Cell line: NCI-H460. Synergy scores: CSS=23.2, Synergy_ZIP=-13.9, Synergy_Bliss=-3.60, Synergy_Loewe=-4.96, Synergy_HSA=-2.47. (4) Drug 1: CC1CCC2CC(C(=CC=CC=CC(CC(C(=O)C(C(C(=CC(C(=O)CC(OC(=O)C3CCCCN3C(=O)C(=O)C1(O2)O)C(C)CC4CCC(C(C4)OC)OCCO)C)C)O)OC)C)C)C)OC. Drug 2: CC(C)NC(=O)C1=CC=C(C=C1)CNNC.Cl. Cell line: SF-295. Synergy scores: CSS=14.3, Synergy_ZIP=-7.56, Synergy_Bliss=-0.700, Synergy_Loewe=-25.6, Synergy_HSA=-2.62. (5) Drug 1: CCC1=C2CN3C(=CC4=C(C3=O)COC(=O)C4(CC)O)C2=NC5=C1C=C(C=C5)O. Drug 2: C1C(C(OC1N2C=NC(=NC2=O)N)CO)O. Cell line: LOX IMVI. Synergy scores: CSS=36.3, Synergy_ZIP=4.63, Synergy_Bliss=6.11, Synergy_Loewe=0.527, Synergy_HSA=6.51. (6) Drug 1: CCN(CC)CCNC(=O)C1=C(NC(=C1C)C=C2C3=C(C=CC(=C3)F)NC2=O)C. Drug 2: C1C(C(OC1N2C=NC(=NC2=O)N)CO)O. Cell line: 786-0. Synergy scores: CSS=-0.0860, Synergy_ZIP=-0.541, Synergy_Bliss=-1.82, Synergy_Loewe=-2.68, Synergy_HSA=-3.16. (7) Drug 1: C1=CC(=CC=C1CCC2=CNC3=C2C(=O)NC(=N3)N)C(=O)NC(CCC(=O)O)C(=O)O. Drug 2: CCCS(=O)(=O)NC1=C(C(=C(C=C1)F)C(=O)C2=CNC3=C2C=C(C=N3)C4=CC=C(C=C4)Cl)F. Cell line: OVCAR-8. Synergy scores: CSS=16.1, Synergy_ZIP=-3.46, Synergy_Bliss=-9.10, Synergy_Loewe=-27.4, Synergy_HSA=-10.6.